This data is from Forward reaction prediction with 1.9M reactions from USPTO patents (1976-2016). The task is: Predict the product of the given reaction. (1) Given the reactants Cl[C:2]1[CH:7]=[C:6]([NH:8][C:9]2[CH:13]=[C:12]([CH3:14])[NH:11][N:10]=2)[N:5]2[CH:15]=[CH:16][N:17]=[C:4]2[N:3]=1.[SH:18][C:19]1[CH:24]=[CH:23][C:22]([NH:25][C:26]([CH:28]2[CH2:30][CH2:29]2)=[O:27])=[CH:21][CH:20]=1.C(=O)([O-])[O-].[K+].[K+], predict the reaction product. The product is: [CH3:14][C:12]1[NH:11][N:10]=[C:9]([NH:8][C:6]2[N:5]3[CH:15]=[CH:16][N:17]=[C:4]3[N:3]=[C:2]([S:18][C:19]3[CH:20]=[CH:21][C:22]([NH:25][C:26]([CH:28]4[CH2:29][CH2:30]4)=[O:27])=[CH:23][CH:24]=3)[CH:7]=2)[CH:13]=1. (2) Given the reactants [Cl-].[OH:2][CH2:3][CH:4]([NH3+])[C:5]([O:7][CH3:8])=[O:6].C([O-])(O)=O.[Na+].[CH3:27][C:26]([O:25][C:23](O[C:23]([O:25][C:26]([CH3:29])([CH3:28])[CH3:27])=[O:24])=[O:24])([CH3:29])[CH3:28], predict the reaction product. The product is: [C:26]([O:25][C:23]([CH:4]([CH2:3][OH:2])[C:5]([O:7][CH3:8])=[O:6])=[O:24])([CH3:27])([CH3:28])[CH3:29].